This data is from Forward reaction prediction with 1.9M reactions from USPTO patents (1976-2016). The task is: Predict the product of the given reaction. (1) The product is: [CH3:9][O:10][CH:11]([O:14][CH3:15])[CH2:12][CH:4]([N:3]([CH2:7][CH3:8])[CH2:1][CH3:2])[CH2:5][NH2:6]. Given the reactants [CH2:1]([N:3]([CH2:7][CH3:8])[CH2:4][CH2:5][NH2:6])[CH3:2].[CH3:9][O:10][CH:11]([O:14][CH3:15])[CH:12]=O, predict the reaction product. (2) Given the reactants [C:1]([O:5][C:6]1[CH:20]=[CH:19][CH:18]=[CH:17][C:7]=1[CH2:8][NH:9][CH2:10][C:11]1[CH:16]=[CH:15][CH:14]=[CH:13][N:12]=1)([CH3:4])([CH3:3])[CH3:2].[Br:21][CH2:22][CH2:23][CH2:24][CH2:25][CH2:26][CH2:27]Br.C([O-])([O-])=O.[K+].[K+], predict the reaction product. The product is: [Br:21][CH2:22][CH2:23][CH2:24][CH2:25][CH2:26][CH2:27][N:9]([CH2:8][C:7]1[CH:17]=[CH:18][CH:19]=[CH:20][C:6]=1[O:5][C:1]([CH3:4])([CH3:2])[CH3:3])[CH2:10][C:11]1[CH:16]=[CH:15][CH:14]=[CH:13][N:12]=1. (3) Given the reactants [Cl:1][C:2]1[C:7]([NH:8][S:9]([C:12]2[CH:17]=[CH:16][C:15]([F:18])=[CH:14][C:13]=2[F:19])(=[O:11])=[O:10])=[CH:6][C:5](B2OC(C)(C)C(C)(C)O2)=[CH:4][N:3]=1.Cl[C:30]1[CH:31]=[CH:32][C:33]2[N:34]=[CH:35][N:36]=[C:37]([O:40][CH:41]3[CH2:46][CH2:45][O:44][CH2:43][CH2:42]3)[C:38]=2[N:39]=1.C(=O)(O)[O-].[Na+], predict the reaction product. The product is: [Cl:1][C:2]1[C:7]([NH:8][S:9]([C:12]2[CH:17]=[CH:16][C:15]([F:18])=[CH:14][C:13]=2[F:19])(=[O:10])=[O:11])=[CH:6][C:5]([C:30]2[CH:31]=[CH:32][C:33]3[N:34]=[CH:35][N:36]=[C:37]([O:40][CH:41]4[CH2:46][CH2:45][O:44][CH2:43][CH2:42]4)[C:38]=3[N:39]=2)=[CH:4][N:3]=1. (4) The product is: [O:1]1[CH2:6][CH2:5][CH:4]([CH2:7][C:8]([O:10][CH2:11][CH3:12])=[O:9])[CH2:3][CH2:2]1. Given the reactants [O:1]1[CH2:6][CH2:5][C:4](=[CH:7][C:8]([O:10][CH2:11][CH3:12])=[O:9])[CH2:3][CH2:2]1, predict the reaction product. (5) Given the reactants [CH3:1][O:2][C:3]([C:5]1[CH:14]=[C:13]([CH2:15][CH2:16][CH2:17][NH2:18])[C:12]2[C:7](=[C:8]([O:19][CH2:20][C:21]3[CH:26]=[CH:25][CH:24]=[CH:23][CH:22]=3)[CH:9]=[CH:10][CH:11]=2)[N:6]=1)=[O:4].C(Cl)(=O)C.[C:31](Cl)(=[O:38])[C:32]1[CH:37]=[CH:36][CH:35]=[CH:34][CH:33]=1, predict the reaction product. The product is: [CH3:1][O:2][C:3]([C:5]1[CH:14]=[C:13]([CH2:15][CH2:16][CH:17]([NH2:18])[C:31](=[O:38])[C:32]2[CH:37]=[CH:36][CH:35]=[CH:34][CH:33]=2)[C:12]2[C:7](=[C:8]([O:19][CH2:20][C:21]3[CH:26]=[CH:25][CH:24]=[CH:23][CH:22]=3)[CH:9]=[CH:10][CH:11]=2)[N:6]=1)=[O:4]. (6) Given the reactants [CH3:1][O:2][C:3]1[CH:28]=[CH:27][C:6]([CH2:7][O:8][CH:9]([C:15]2[C:24]([CH3:25])=[CH:23][C:22]3[C:17](=[CH:18][CH:19]=[CH:20][CH:21]=3)[C:16]=2[OH:26])[C:10]([O:12][CH2:13][CH3:14])=[O:11])=[CH:5][CH:4]=1.C([O-])(O)=O.[Na+].[Br:34]Br.[O-]S([O-])(=S)=O.[Na+].[Na+], predict the reaction product. The product is: [CH3:1][O:2][C:3]1[CH:4]=[CH:5][C:6]([CH2:7][O:8][CH:9]([C:15]2[C:24]([CH3:25])=[C:23]([Br:34])[C:22]3[C:17](=[CH:18][CH:19]=[CH:20][CH:21]=3)[C:16]=2[OH:26])[C:10]([O:12][CH2:13][CH3:14])=[O:11])=[CH:27][CH:28]=1.